From a dataset of Forward reaction prediction with 1.9M reactions from USPTO patents (1976-2016). Predict the product of the given reaction. (1) Given the reactants [C:1]12([NH2:11])[CH2:10][CH:5]3[CH2:6][CH:7]([CH2:9][CH:3]([CH2:4]3)[CH2:2]1)[CH2:8]2.Cl[C:13]([O:15][C:16]1[CH:21]=[CH:20][CH:19]=[CH:18][CH:17]=1)=[O:14], predict the reaction product. The product is: [C:16]1([O:15][C:13](=[O:14])[NH:11][C:1]23[CH2:8][CH:7]4[CH2:6][CH:5]([CH2:4][CH:3]([CH2:9]4)[CH2:2]2)[CH2:10]3)[CH:21]=[CH:20][CH:19]=[CH:18][CH:17]=1. (2) The product is: [CH2:1]([O:3][C:4](=[O:11])[CH2:5][NH:6][C:7](=[O:10])[CH2:27][NH:26][NH:25][CH:12]=[CH2:13])[CH3:2].[C:12](=[N:25][NH:26][C:27]([NH2:29])=[O:28])([C:19]1[CH:24]=[CH:23][CH:22]=[CH:21][CH:20]=1)[C:13]1[CH:14]=[CH:15][CH:16]=[CH:17][CH:18]=1. Given the reactants [CH2:1]([O:3][C:4](=[O:11])[CH2:5][NH:6][C:7](=[O:10])NN)[CH3:2].[C:12](=[N:25][NH:26][C:27]([NH2:29])=[O:28])([C:19]1[CH:24]=[CH:23][CH:22]=[CH:21][CH:20]=1)[C:13]1[CH:18]=[CH:17][CH:16]=[CH:15][CH:14]=1.CC(C)([O-])C.[K+].C(Br)C=C, predict the reaction product. (3) Given the reactants [C:1]([C:4]1[CH:5]=[C:6]([B:9]2[O:17][C:14]([CH3:16])([CH3:15])[C:11]([CH3:13])([CH3:12])[O:10]2)[O:7][CH:8]=1)([OH:3])=[O:2].[CH3:18][Si](C=[N+]=[N-])(C)C, predict the reaction product. The product is: [CH3:12][C:11]1([CH3:13])[C:14]([CH3:16])([CH3:15])[O:17][B:9]([C:6]2[O:7][CH:8]=[C:4]([C:1]([O:3][CH3:18])=[O:2])[CH:5]=2)[O:10]1. (4) The product is: [CH3:1][C:2]1([CH3:31])[C:10]2[C:5](=[CH:6][C:7]([N:11]3[C:15](=[O:16])[C:14]([CH3:17])([CH3:18])[N:13]([CH2:19][C:20]4[C:29]5[C:24](=[CH:25][CH:26]=[CH:27][CH:28]=5)[N:23]=[CH:22][CH:21]=4)[C:12]3=[O:30])=[CH:8][CH:9]=2)[N:4]([C:43](=[O:44])[CH2:42][N:50]2[CH2:51][CH2:52][N:47]([CH3:46])[CH2:48][CH2:49]2)[CH2:3]1. Given the reactants [CH3:1][C:2]1([CH3:31])[C:10]2[C:5](=[CH:6][C:7]([N:11]3[C:15](=[O:16])[C:14]([CH3:18])([CH3:17])[N:13]([CH2:19][C:20]4[C:29]5[C:24](=[CH:25][CH:26]=[CH:27][CH:28]=5)[N:23]=[CH:22][CH:21]=4)[C:12]3=[O:30])=[CH:8][CH:9]=2)[NH:4][CH2:3]1.C(N(C(C)C)C(C)C)C.Cl[CH2:42][C:43](Cl)=[O:44].[CH3:46][N:47]1[CH2:52][CH2:51][NH:50][CH2:49][CH2:48]1, predict the reaction product. (5) Given the reactants B(O)O.Br[C:5]1[N:10]=[C:9]([CH:11]=[O:12])[CH:8]=[CH:7][CH:6]=1.[O:13]1[C:17]2[CH:18]=[CH:19][CH:20]=[CH:21][C:16]=2[CH:15]=[C:14]1B(O)O, predict the reaction product. The product is: [O:13]1[C:17]2[CH:18]=[CH:19][CH:20]=[CH:21][C:16]=2[CH:15]=[C:14]1[C:5]1[N:10]=[C:9]([CH:11]=[O:12])[CH:8]=[CH:7][CH:6]=1. (6) The product is: [F:1][CH2:4][C:5]1([OH:3])[CH2:10][CH2:9][N:8]([C:11]([O:13][CH2:14][C:15]2[CH:20]=[CH:19][CH:18]=[CH:17][CH:16]=2)=[O:12])[CH2:7][CH2:6]1. Given the reactants [FH:1].[K].[O:3]1[C:5]2([CH2:10][CH2:9][N:8]([C:11]([O:13][CH2:14][C:15]3[CH:20]=[CH:19][CH:18]=[CH:17][CH:16]=3)=[O:12])[CH2:7][CH2:6]2)[CH2:4]1, predict the reaction product. (7) Given the reactants CN1CCOCC1.CN(C(ON1N=NC2C=CC=CC1=2)=[N+](C)C)C.[B-](F)(F)(F)F.[CH2:30]([C:32]([S:46][CH2:47][CH2:48][CH2:49][CH2:50]/[CH:51]=[CH:52]\[CH2:53]/[CH:54]=[CH:55]\[CH2:56]/[CH:57]=[CH:58]\[CH2:59]/[CH:60]=[CH:61]\[CH2:62]/[CH:63]=[CH:64]\[CH2:65][CH3:66])([CH2:44][CH3:45])[C:33]([NH:35][C@@H:36]([CH2:40][CH:41]([CH3:43])[CH3:42])[C:37]([OH:39])=O)=[O:34])[CH3:31].[CH3:67][O:68][C:69](=[O:78])[C:70]1[C:71](=[CH:73][CH:74]=[C:75]([NH2:77])[CH:76]=1)[OH:72], predict the reaction product. The product is: [CH2:44]([C:32]([S:46][CH2:47][CH2:48][CH2:49][CH2:50]/[CH:51]=[CH:52]\[CH2:53]/[CH:54]=[CH:55]\[CH2:56]/[CH:57]=[CH:58]\[CH2:59]/[CH:60]=[CH:61]\[CH2:62]/[CH:63]=[CH:64]\[CH2:65][CH3:66])([CH2:30][CH3:31])[C:33]([NH:35][C@@H:36]([CH2:40][CH:41]([CH3:43])[CH3:42])[C:37]([NH:77][C:75]1[CH:74]=[CH:73][C:71]([OH:72])=[C:70]([CH:76]=1)[C:69]([O:68][CH3:67])=[O:78])=[O:39])=[O:34])[CH3:45]. (8) Given the reactants [CH3:1][NH:2][C:3]1[N:8]=[C:7]([Br:9])[CH:6]=[CH:5][CH:4]=1.[CH2:10]([N:17]=[C:18]=[O:19])[CH2:11][CH2:12][CH2:13][CH2:14][CH2:15][CH3:16], predict the reaction product. The product is: [Br:9][C:7]1[N:8]=[C:3]([N:2]([CH3:1])[C:18]([NH:17][CH2:10][CH2:11][CH2:12][CH2:13][CH2:14][CH2:15][CH3:16])=[O:19])[CH:4]=[CH:5][CH:6]=1. (9) Given the reactants C(OC([NH:8][C@@H:9]([CH:33]([CH3:35])[CH3:34])[C:10]([O:12][C:13]1[CH:18]=[C:17]([F:19])[CH:16]=[CH:15][C:14]=1/[CH:20]=[C:21]1\[C:22](=[O:32])[N:23]=[C:24]([N:26]2[CH2:31][CH2:30][CH2:29][CH2:28][NH:27]2)[S:25]\1)=[O:11])=O)(C)(C)C.[ClH:36], predict the reaction product. The product is: [ClH:36].[ClH:36].[NH2:8][C@@H:9]([CH:33]([CH3:35])[CH3:34])[C:10]([O:12][C:13]1[CH:18]=[C:17]([F:19])[CH:16]=[CH:15][C:14]=1/[CH:20]=[C:21]1\[C:22](=[O:32])[N:23]=[C:24]([N:26]2[CH2:31][CH2:30][CH2:29][CH2:28][NH:27]2)[S:25]\1)=[O:11]. (10) Given the reactants [H-].[Na+].[O:3]=[C:4]1[NH:9][CH2:8][CH2:7][N:6]([C:10]([O:12][C:13]([CH3:16])([CH3:15])[CH3:14])=[O:11])[CH2:5]1.[Cl:17][C:18]1[CH:23]=[CH:22][C:21]([CH2:24]Cl)=[CH:20][N:19]=1.C([O-])(O)=O.[Na+], predict the reaction product. The product is: [Cl:17][C:18]1[N:19]=[CH:20][C:21]([CH2:24][N:9]2[CH2:8][CH2:7][N:6]([C:10]([O:12][C:13]([CH3:16])([CH3:15])[CH3:14])=[O:11])[CH2:5][C:4]2=[O:3])=[CH:22][CH:23]=1.